This data is from NCI-60 drug combinations with 297,098 pairs across 59 cell lines. The task is: Regression. Given two drug SMILES strings and cell line genomic features, predict the synergy score measuring deviation from expected non-interaction effect. (1) Synergy scores: CSS=10.5, Synergy_ZIP=-3.96, Synergy_Bliss=1.29, Synergy_Loewe=0.586, Synergy_HSA=1.84. Cell line: U251. Drug 2: CCN(CC)CCNC(=O)C1=C(NC(=C1C)C=C2C3=C(C=CC(=C3)F)NC2=O)C. Drug 1: CN(C)N=NC1=C(NC=N1)C(=O)N. (2) Drug 1: CC12CCC(CC1=CCC3C2CCC4(C3CC=C4C5=CN=CC=C5)C)O. Drug 2: CC1C(C(CC(O1)OC2CC(CC3=C2C(=C4C(=C3O)C(=O)C5=C(C4=O)C(=CC=C5)OC)O)(C(=O)CO)O)N)O.Cl. Cell line: LOX IMVI. Synergy scores: CSS=55.4, Synergy_ZIP=-1.73, Synergy_Bliss=-1.94, Synergy_Loewe=0.229, Synergy_HSA=2.08. (3) Drug 1: CC1C(C(CC(O1)OC2CC(CC3=C2C(=C4C(=C3O)C(=O)C5=C(C4=O)C(=CC=C5)OC)O)(C(=O)C)O)N)O.Cl. Drug 2: C1=NC2=C(N1)C(=S)N=CN2. Cell line: UACC62. Synergy scores: CSS=22.3, Synergy_ZIP=-11.7, Synergy_Bliss=-11.9, Synergy_Loewe=-13.5, Synergy_HSA=-10.2.